The task is: Binary Classification. Given a drug SMILES string, predict its activity (active/inactive) in a high-throughput screening assay against a specified biological target.. This data is from HIV replication inhibition screening data with 41,000+ compounds from the AIDS Antiviral Screen. (1) The result is 0 (inactive). The compound is CC(=O)N1N=C(c2ccc(N=Nc3c(C)nn(-c4ccccc4)c3C)cc2)OC1c1ccc(Cl)cc1. (2) The compound is CCOC(=O)c1ccc(CS(=O)c2ccc(C)cc2)c([N+](=O)[O-])c1. The result is 0 (inactive). (3) The molecule is O=C1CCCCc2scc(C(=O)O)c2N1. The result is 0 (inactive).